Task: Binary Classification. Given a T-cell receptor sequence (or CDR3 region) and an epitope sequence, predict whether binding occurs between them.. Dataset: TCR-epitope binding with 47,182 pairs between 192 epitopes and 23,139 TCRs (1) The epitope is MMISAGFSL. The TCR CDR3 sequence is CATSEGYEQYF. Result: 0 (the TCR does not bind to the epitope). (2) The epitope is HPVGEADYFEY. The TCR CDR3 sequence is CASSPLSGGAEQYF. Result: 0 (the TCR does not bind to the epitope). (3) The epitope is WICLLQFAY. The TCR CDR3 sequence is CASSYPTREDNEQFF. Result: 1 (the TCR binds to the epitope). (4) The epitope is YIFFASFYY. The TCR CDR3 sequence is CAINPGDRVGYTF. Result: 0 (the TCR does not bind to the epitope). (5) The epitope is YLQPRTFLL. The TCR CDR3 sequence is CASSPTAGGDTGELFF. Result: 1 (the TCR binds to the epitope). (6) The epitope is CLGGLLTMV. The TCR CDR3 sequence is CASSQAGSNYGYTF. Result: 0 (the TCR does not bind to the epitope).